This data is from Experimentally validated miRNA-target interactions with 360,000+ pairs, plus equal number of negative samples. The task is: Binary Classification. Given a miRNA mature sequence and a target amino acid sequence, predict their likelihood of interaction. (1) The miRNA is hsa-miR-573 with sequence CUGAAGUGAUGUGUAACUGAUCAG. The protein sequence of the target gene is MKLVSVALMYLGSLAFLGADTARLDVASEFRKKWNKWALSRGKRELRMSSSYPTGLADVKAGPAQTLIRPQDMKGASRSPEDSSPDAARIRVKRYRQSMNNFQGLRSFGCRFGTCTVQKLAHQIYQFTDKDKDNVAPRSKISPQGYGRRRRRSLPEAGPGRTLVSSKPQAHGAPAPPSGSAPHFL. Result: 1 (interaction). (2) The miRNA is dme-miR-7-5p with sequence UGGAAGACUAGUGAUUUUGUUGU. The protein sequence of the target gene is MKCSLRVWFLSVAFLLVFIMSLLFTYSHHSMATLPYLDSGALDGTHRVKLVPGYAGLQRLSKERLSGKSCACRRCMGDAGASDWFDSHFDGNISPVWTRENMDLPPDVQRWWMMLQPQFKSHNTNEVLEKLFQIVPGENPYRFRDPHQCRRCAVVGNSGNLRGSGYGQDVDGHNFIMRMNQAPTVGFEQDVGSRTTHHFMYPESAKNLPANVSFVLVPFKVLDLLWIASALSTGQIRFTYAPVKSFLRVDKEKVQIYNPAFFKYIHDRWTEHHGRYPSTGMLVLFFALHVCDEVNVYGFG.... Result: 0 (no interaction). (3) The miRNA is hsa-miR-1247-3p with sequence CCCCGGGAACGUCGAGACUGGAGC. The protein sequence of the target gene is MKLWVSALLMAWFGVLSCVQAEFFTSIGHMTDLIYAEKELVQSLKEYILVEEAKLSKIKSWANKMEALTSKSAADAEGYLAHPVNAYKLVKRLNTDWPALEDLVLQDSAAGFIANLSVQRQFFPTDEDEIGAAKALMRLQDTYRLDPGTISRGELPGTKYQAMLSVDDCFGMGRSAYNEGDYYHTVLWMEQVLKQLDAGEEATTTKSQVLDYLSYAVFQLGDLHRALELTRRLLSLDPSHERAGGNLRYFEQLLEEEREKTLTNQTEAELATPEGIYERPVDYLPERDVYESLCRGEGVK.... Result: 0 (no interaction). (4) The miRNA is hsa-miR-3923 with sequence AACUAGUAAUGUUGGAUUAGGG. The protein sequence of the target gene is MAATRSPTRARERERSGAPAAGSDQVHSWMLATSQALDTVWRMAKGFVMLAVSFLVAAICYFRRLHLYSGHKLKWWIGYLQRKFKRNLSVEAEVDLLSYCAREWKGETPRNKLMRKAYEELFWRHHIKCVRQVRRDNYDALRSVLFQIFSQGISFPSWMKEKDIVKLPEKLLFSQGCNWIQQYSFGPEKYTGSNVFGKLRKYVELLKTQWTEFNGIRDYHKRGSMCNTLFSDAILEYKLYEALKFIMLYQVTEVYEQMKTKKVIPSLFRLLFSRETSSDPLSFMMNHLNSVGDTCGLEQI.... Result: 0 (no interaction). (5) The miRNA is hsa-miR-4789-3p with sequence CACACAUAGCAGGUGUAUAUA. The protein sequence of the target gene is MSEWMKKGPLEWQDYIYKEVRVTASEKNEYKGWVLTTDPVSANIVLVNFLEDGSMSVTGIMGHAVQTVETMNEGDHRVREKLMHLFTSGDCKAYSPEDLEERKNSLKKWLEKNHIPITEQGDAPRTLCVAGVLTIDPPYGPENCSSSNEIILSRVQDLIEGHLTASQ. Result: 1 (interaction). (6) The miRNA is hsa-miR-1197 with sequence UAGGACACAUGGUCUACUUCU. The protein sequence of the target gene is MSKCGRKKYMRTNVRQMTMETVESQQDRSVTRSVAEHSSAHMQTGQISVPTLAQVSVAGSGTGRGSPAVTLVQLPSGQTVQVQGVIQTPHPSVIQSPQIQTVQVATIAETDDSADSEVIDSHKRREILSRRPSYRKILNELSSDVPGIPKIEEEKSEEEGTPPNIATMAVPTSIYQTSTGQYIAIAQGGTIQISNPGSDGVQGLQALTMTNSGAPPPGATIVQYAAQSADGTQQFFVPGSQVVVQDEETDLAPSHMAAATGDMPTYQIRAPTTALPQGVVMAASPGSLHSPQQLAEEATR.... Result: 0 (no interaction). (7) The miRNA is hsa-miR-18a-3p with sequence ACUGCCCUAAGUGCUCCUUCUGG. The protein sequence of the target gene is MIEKMQGSRMDEQRCSFPPPLKTEEDYIPYPSVHEVLGREGPFPLILLPQFGGYWIEGTNHEISSLPETEPLQSPTTKVKLECNPTARIYRKHFLGKEHFNYYSLDTALGHLVFSLKYDVIGDQEHLRLLLRTKCRTHHDVIPISCLTEFPNVVQMAKLVCEDVNVDRFYPVLYPKASRLIVTFDEHVISNNFKFGVIYQKLGQTSEEELFSTNEESPAFVEFLEFLGQKVKLQDFKGFRGGLDVTHGQTGTESVYCNFRNKEIMFHVSTKLPYTEGDAQQLQRKRHIGNDIVAVVFQDE.... Result: 0 (no interaction).